From a dataset of Forward reaction prediction with 1.9M reactions from USPTO patents (1976-2016). Predict the product of the given reaction. (1) Given the reactants CN1CCN([CH2:8][CH2:9][CH2:10][NH:11][C:12]2[CH:17]=[CH:16][C:15]([N+:18]([O-])=O)=[CH:14][CH:13]=2)CC1.[OH2:21].NN.[CH3:24][CH2:25]O, predict the reaction product. The product is: [NH2:18][C:15]1[CH:14]=[CH:13][C:12]([N:11]2[CH2:10][CH2:9][CH:8]([OH:21])[CH2:25][CH2:24]2)=[CH:17][CH:16]=1. (2) Given the reactants [NH2:1][C:2]1[CH:3]=[C:4]([CH:13]=[CH:14][C:15]=1[Cl:16])[CH2:5][NH:6][C:7](=[O:12])[C:8]([F:11])([F:10])[F:9].[N:17]([O-])=O.[Na+].Cl[Sn]Cl.O, predict the reaction product. The product is: [Cl:16][C:15]1[CH:14]=[CH:13][C:4]([CH2:5][NH:6][C:7](=[O:12])[C:8]([F:9])([F:10])[F:11])=[CH:3][C:2]=1[NH:1][NH2:17]. (3) Given the reactants [CH3:1][C:2]([C:21]1[CH:26]=[CH:25][C:24]([C:27]2[N:28]=[N:29][C:30]([C:33]([F:36])([F:35])[F:34])=[CH:31][CH:32]=2)=[CH:23][CH:22]=1)([C:6]1[CH:11]=[CH:10][C:9](B2OC(C)(C)C(C)(C)O2)=[CH:8][N:7]=1)[CH:3]([CH3:5])[CH3:4].Br[C:38]1[CH:39]=[N:40][CH:41]=[C:42]([O:44][CH3:45])[CH:43]=1.C(=O)([O-])[O-].[Na+].[Na+].C1(C)C=CC=CC=1, predict the reaction product. The product is: [CH3:1][C:2]([C:6]1[N:7]=[CH:8][C:9]([C:38]2[CH:39]=[N:40][CH:41]=[C:42]([O:44][CH3:45])[CH:43]=2)=[CH:10][CH:11]=1)([C:21]1[CH:22]=[CH:23][C:24]([C:27]2[N:28]=[N:29][C:30]([C:33]([F:34])([F:35])[F:36])=[CH:31][CH:32]=2)=[CH:25][CH:26]=1)[CH:3]([CH3:4])[CH3:5]. (4) Given the reactants [Cl:1][C:2]1[C:3](=[O:14])[O:4][C:5]2[C:10]([C:11]=1[CH3:12])=[CH:9][CH:8]=[C:7]([OH:13])[CH:6]=2.C(=O)([O-])[O-].[K+].[K+].C(N(CC)CC)C.[C:28](Cl)(=O)[CH2:29][CH2:30]CCCCCCCCC, predict the reaction product. The product is: [C:3]([OH:4])(=[O:14])[CH2:2][CH2:11][CH2:10][CH2:5][CH2:6][CH2:7][CH2:8][CH2:9][CH2:28][CH2:29][CH3:30].[Cl:1][C:2]1[C:3](=[O:14])[O:4][C:5]2[C:10]([C:11]=1[CH3:12])=[CH:9][CH:8]=[C:7]([OH:13])[CH:6]=2. (5) The product is: [F:21][C:5]1[CH:4]=[C:3]([C:1]#[C:2][C:23]2[CH:32]=[CH:31][C:30]3[C:25](=[CH:26][CH:27]=[CH:28][CH:29]=3)[N:24]=2)[CH:8]=[CH:7][C:6]=1[C:9]1[C:13]([C:14]2[CH:19]=[CH:18][N:17]=[CH:16][CH:15]=2)=[CH:12][N:11]([CH3:20])[N:10]=1. Given the reactants [C:1]([C:3]1[CH:8]=[CH:7][C:6]([C:9]2[C:13]([C:14]3[CH:19]=[CH:18][N:17]=[CH:16][CH:15]=3)=[CH:12][N:11]([CH3:20])[N:10]=2)=[C:5]([F:21])[CH:4]=1)#[CH:2].Br[C:23]1[CH:32]=[CH:31][C:30]2[C:25](=[CH:26][CH:27]=[CH:28][CH:29]=2)[N:24]=1.O, predict the reaction product. (6) Given the reactants [OH:1][C:2]1[CH:10]=[CH:9][CH:8]=[C:7]2[C:3]=1[CH2:4][CH2:5][C:6]2=[O:11].[C:12](=O)([O-])[O-].[K+].[K+].CI, predict the reaction product. The product is: [CH3:12][O:1][C:2]1[CH:10]=[CH:9][CH:8]=[C:7]2[C:3]=1[CH2:4][CH2:5][C:6]2=[O:11]. (7) Given the reactants [CH3:1][C:2]1[C:3]([CH2:14][S:15][C:16]2[NH:17][C:18]3[CH:24]=[CH:23][CH:22]=[CH:21][C:19]=3[N:20]=2)=[N:4][CH:5]=[CH:6][C:7]=1[O:8][CH2:9][C:10]([F:13])([F:12])[F:11].[CH3:25][C:26]([CH3:34])([CH3:33])[C:27]([O:29][CH:30](Cl)[CH3:31])=[O:28].[I-].[Na+].C(=O)([O-])[O-].[K+].[K+], predict the reaction product. The product is: [CH3:25][C:26]([CH3:34])([CH3:33])[C:27]([O:29][CH:30]([N:20]1[C:19]2[CH:21]=[CH:22][CH:23]=[CH:24][C:18]=2[N:17]=[C:16]1[S:15][CH2:14][C:3]1[C:2]([CH3:1])=[C:7]([O:8][CH2:9][C:10]([F:12])([F:11])[F:13])[CH:6]=[CH:5][N:4]=1)[CH3:31])=[O:28]. (8) Given the reactants Br[C:2]1[C:10]2[C:5](=[CH:6][CH:7]=[C:8]([C:11]3[N:15]=[CH:14][N:13]([C:16]([C:29]4[CH:34]=[CH:33][CH:32]=[CH:31][CH:30]=4)([C:23]4[CH:28]=[CH:27][CH:26]=[CH:25][CH:24]=4)[C:17]4[CH:22]=[CH:21][CH:20]=[CH:19][CH:18]=4)[N:12]=3)[CH:9]=2)[N:4]([CH:35]2[CH2:40][CH2:39][CH2:38][CH2:37][O:36]2)[N:3]=1.ClCCl.P([O-])([O-])([O-])=O.[K+].[K+].[K+], predict the reaction product. The product is: [O:36]1[CH2:37][CH2:38][CH2:39][CH2:40][CH:35]1[N:4]1[C:5]2[C:10](=[CH:9][C:8]([C:11]3[N:15]=[CH:14][N:13]([C:16]([C:23]4[CH:28]=[CH:27][CH:26]=[CH:25][CH:24]=4)([C:17]4[CH:22]=[CH:21][CH:20]=[CH:19][CH:18]=4)[C:29]4[CH:30]=[CH:31][CH:32]=[CH:33][CH:34]=4)[N:12]=3)=[CH:7][CH:6]=2)[C:2]([C:7]2[CH:6]=[C:5]([NH2:4])[CH:10]=[CH:9][CH:8]=2)=[N:3]1. (9) Given the reactants S(Cl)([Cl:4])(=O)=O.[CH3:6][O:7][C:8]1[CH:20]=[CH:19][C:11]2[NH:12][C:13]([C:15]([F:18])([F:17])[F:16])=[N:14][C:10]=2[CH:9]=1.C([O-])(O)=O.[Na+], predict the reaction product. The product is: [Cl:4][C:9]1[C:10]2[N:14]=[C:13]([C:15]([F:17])([F:18])[F:16])[NH:12][C:11]=2[CH:19]=[CH:20][C:8]=1[O:7][CH3:6].